Dataset: Full USPTO retrosynthesis dataset with 1.9M reactions from patents (1976-2016). Task: Predict the reactants needed to synthesize the given product. (1) Given the product [CH:29]([NH:30][C:3]([C:5]1[CH:9]=[C:8]([O:10][CH2:11][C:12]2[C:13]([C:18]3[CH:23]=[CH:22][CH:21]=[CH:20][N:19]=3)=[N:14][O:15][C:16]=2[CH3:17])[N:7]([CH3:24])[N:6]=1)=[O:4])([CH3:33])[CH3:27], predict the reactants needed to synthesize it. The reactants are: CO[C:3]([C:5]1[CH:9]=[C:8]([O:10][CH2:11][C:12]2[C:13]([C:18]3[CH:23]=[CH:22][CH:21]=[CH:20][N:19]=3)=[N:14][O:15][C:16]=2[CH3:17])[N:7]([CH3:24])[N:6]=1)=[O:4].CO[C:27]([C:29]1[NH:30]N=C(OC[C:33]2[C:29]([C:27]3C=CC=CC=3)=[N:30]OC=2C)[CH:33]=1)=O.C(N)(C)C. (2) Given the product [CH:32]([O:52][C:6]1[CH:7]=[C:2]([CH:3]=[CH:4][CH:5]=1)[CH2:1][N:8]1[CH2:17][CH2:16][C:15]2[C:10](=[CH:11][C:12]([O:29][CH3:30])=[C:13]([OH:18])[CH:14]=2)[CH2:9]1)([CH3:33])[CH3:31], predict the reactants needed to synthesize it. The reactants are: [CH2:1]([N:8]1[CH2:17][CH2:16][C:15]2[C:10](=[CH:11][C:12]([O:29][CH3:30])=[C:13]([O:18][Si](C(C)C)(C(C)C)C(C)C)[CH:14]=2)[CH2:9]1)[C:2]1[CH:7]=[CH:6][CH:5]=[CH:4][CH:3]=1.[CH3:31][CH2:32][CH2:33]C[N+](CCCC)(CCCC)CCCC.[F-].C1C[O:52]CC1.O. (3) Given the product [NH2:9][CH:8]([C:3]1([N:2]([CH3:10])[CH3:1])[CH2:7][CH2:6][CH2:5][CH2:4]1)[CH2:11][CH3:12], predict the reactants needed to synthesize it. The reactants are: [CH3:1][N:2]([CH3:10])[C:3]1([C:8]#[N:9])[CH2:7][CH2:6][CH2:5][CH2:4]1.[CH2:11]([Li])[CH3:12].[BH4-].[Na+].C(=O)([O-])O.[Na+]. (4) Given the product [C:1]([NH:6][C@H:7]([C:29]([NH:31][CH2:32][CH2:33][S:34][C:35](=[O:42])[C:36]1[CH:41]=[CH:40][CH:39]=[CH:38][CH:37]=1)=[O:30])[CH2:8][SH:9])(=[O:5])[CH:2]([CH3:4])[CH3:3], predict the reactants needed to synthesize it. The reactants are: [C:1]([NH:6][C@H:7]([C:29]([NH:31][CH2:32][CH2:33][S:34][C:35](=[O:42])[C:36]1[CH:41]=[CH:40][CH:39]=[CH:38][CH:37]=1)=[O:30])[CH2:8][S:9]C(C1C=CC=CC=1)(C1C=CC=CC=1)C1C=CC=CC=1)(=[O:5])[CH:2]([CH3:4])[CH3:3].C(N[C@H](C(NCCSC(=O)C)=O)CS)(=O)C.C(Cl)Cl.CCOCC.C(Cl)(Cl)Cl. (5) The reactants are: [Cl:1][C:2]1[CH:3]=[C:4]([S:9]([N:12]([CH2:22][C:23]([OH:25])=[O:24])[C:13]2[CH:14]=[C:15]3[C:19](=[CH:20][CH:21]=2)[NH:18][CH2:17][CH2:16]3)(=[O:11])=[O:10])[CH:5]=[C:6]([Cl:8])[CH:7]=1.[C:26](OC(=O)C)(=[O:28])[CH3:27]. Given the product [C:26]([N:18]1[C:19]2[C:15](=[CH:14][C:13]([N:12]([CH2:22][C:23]([OH:25])=[O:24])[S:9]([C:4]3[CH:5]=[C:6]([Cl:8])[CH:7]=[C:2]([Cl:1])[CH:3]=3)(=[O:10])=[O:11])=[CH:21][CH:20]=2)[CH2:16][CH2:17]1)(=[O:28])[CH3:27], predict the reactants needed to synthesize it. (6) Given the product [CH3:22][N:19]1[CH2:20][CH2:21][C:9]2[N:8]([C:4]3[CH:5]=[CH:6][CH:7]=[C:2]([C:28]4[N:24]([CH3:23])[N:25]=[CH:26][CH:27]=4)[CH:3]=3)[C:16]3[CH:15]=[CH:14][C:13]([CH3:17])=[CH:12][C:11]=3[C:10]=2[CH2:18]1, predict the reactants needed to synthesize it. The reactants are: Br[C:2]1[CH:3]=[C:4]([N:8]2[C:16]3[CH:15]=[CH:14][C:13]([CH3:17])=[CH:12][C:11]=3[C:10]3[CH2:18][N:19]([CH3:22])[CH2:20][CH2:21][C:9]2=3)[CH:5]=[CH:6][CH:7]=1.[CH3:23][N:24]1[C:28](B2OC(C)(C)C(C)(C)O2)=[CH:27][CH:26]=[N:25]1.C([O-])([O-])=O.[K+].[K+]. (7) Given the product [CH:6]1([C:9]2[CH:10]=[C:1]([CH3:2])[C:17]([C:15]#[N:16])=[C:18]([OH:20])[N:5]=2)[CH2:8][CH2:7]1, predict the reactants needed to synthesize it. The reactants are: [C:1]([O-])(=O)[CH3:2].[NH4+:5].[CH:6]1([C:9](=O)[CH3:10])[CH2:8][CH2:7]1.C(=O)C.[C:15]([CH2:17][C:18]([O:20]CC)=O)#[N:16]. (8) Given the product [NH2:25][C:26]1[N:31]=[CH:30][C:29]([C:2]2[N:3]=[C:4]([N:19]3[CH2:20][CH2:21][O:22][CH2:23][CH2:24]3)[C:5]3[S:10][C:9]([NH2:11])=[CH:8][C:6]=3[N:7]=2)=[CH:28][N:27]=1, predict the reactants needed to synthesize it. The reactants are: Cl[C:2]1[N:3]=[C:4]([N:19]2[CH2:24][CH2:23][O:22][CH2:21][CH2:20]2)[C:5]2[S:10][C:9]([NH:11]C(=O)OC(C)(C)C)=[CH:8][C:6]=2[N:7]=1.[NH2:25][C:26]1[N:31]=[CH:30][C:29](B2OC(C)(C)C(C)(C)O2)=[CH:28][N:27]=1. (9) Given the product [CH2:1]([N:8]1[C:12]([C@H:13]([N:18]([CH2:29][C@H:30]2[C@@H:34]([F:35])[CH2:33][NH:32][CH2:31]2)[C:19]([N:21]2[CH2:22][C@@H:23]([CH3:28])[O:24][C@@H:25]([CH3:27])[CH2:26]2)=[O:20])[C:14]([CH3:15])([CH3:16])[CH3:17])=[N:11][C:10]([C:46]2[CH:51]=[C:50]([F:52])[CH:49]=[CH:48][C:47]=2[F:53])=[N:9]1)[C:2]1[CH:7]=[CH:6][CH:5]=[CH:4][CH:3]=1, predict the reactants needed to synthesize it. The reactants are: [CH2:1]([N:8]1[C:12]([C@H:13]([N:18]([CH2:29][C@H:30]2[C@@H:34]([F:35])[CH2:33][N:32](C(OCC3C=CC=CC=3)=O)[CH2:31]2)[C:19]([N:21]2[CH2:26][C@@H:25]([CH3:27])[O:24][C@@H:23]([CH3:28])[CH2:22]2)=[O:20])[C:14]([CH3:17])([CH3:16])[CH3:15])=[N:11][C:10]([C:46]2[CH:51]=[C:50]([F:52])[CH:49]=[CH:48][C:47]=2[F:53])=[N:9]1)[C:2]1[CH:7]=[CH:6][CH:5]=[CH:4][CH:3]=1.